From a dataset of NCI-60 drug combinations with 297,098 pairs across 59 cell lines. Regression. Given two drug SMILES strings and cell line genomic features, predict the synergy score measuring deviation from expected non-interaction effect. Drug 2: C1CNP(=O)(OC1)N(CCCl)CCCl. Cell line: NCI-H322M. Drug 1: C1=CN(C=N1)CC(O)(P(=O)(O)O)P(=O)(O)O. Synergy scores: CSS=3.84, Synergy_ZIP=4.92, Synergy_Bliss=2.77, Synergy_Loewe=-4.02, Synergy_HSA=-0.154.